The task is: Regression. Given a peptide amino acid sequence and an MHC pseudo amino acid sequence, predict their binding affinity value. This is MHC class I binding data.. This data is from Peptide-MHC class I binding affinity with 185,985 pairs from IEDB/IMGT. The peptide sequence is VSHCRATEY. The MHC is HLA-A31:01 with pseudo-sequence HLA-A31:01. The binding affinity (normalized) is 0.0847.